Dataset: Forward reaction prediction with 1.9M reactions from USPTO patents (1976-2016). Task: Predict the product of the given reaction. (1) Given the reactants [Cl:1][C:2]1[C:3]([F:34])=[C:4]([CH:31]=[CH:32][CH:33]=1)[CH2:5][NH:6][C:7]([C@@H:9]1[CH2:13][C@@H:12]([F:14])[CH2:11][N:10]1[C:15](=[O:30])[CH2:16][N:17]1[C:25]2[C:20](=[CH:21][CH:22]=[C:23]([OH:26])[CH:24]=2)[C:19]([C:27](=[O:29])[CH3:28])=[CH:18]1)=[O:8].C(=O)([O-])[O-].[Cs+].[Cs+].Cl[CH2:42][C:43]1[NH:47][N:46]=[N:45][N:44]=1, predict the reaction product. The product is: [Cl:1][C:2]1[C:3]([F:34])=[C:4]([CH:31]=[CH:32][CH:33]=1)[CH2:5][NH:6][C:7]([C@@H:9]1[CH2:13][C@@H:12]([F:14])[CH2:11][N:10]1[C:15](=[O:30])[CH2:16][N:17]1[C:25]2[C:20](=[CH:21][CH:22]=[C:23]([O:26][CH2:42][C:43]3[NH:47][N:46]=[N:45][N:44]=3)[CH:24]=2)[C:19]([C:27](=[O:29])[CH3:28])=[CH:18]1)=[O:8]. (2) Given the reactants [CH2:1]([O:3][C:4]([C:6]1[CH2:11][C@@H:10]([NH2:12])[C@H:9]([OH:13])[C@H:8]([OH:14])[CH:7]=1)=[O:5])[CH3:2].CS(O)(=O)=O, predict the reaction product. The product is: [CH2:1]([O:3][C:4]([C:6]1[CH2:11][C@@H:10]([NH2:12])[C@@H:9]2[O:13][C:6]([CH2:11][CH3:10])([CH2:7][CH3:8])[O:14][C@@H:8]2[CH:7]=1)=[O:5])[CH3:2]. (3) Given the reactants [C:1]([O:5][C:6](=[O:27])[NH:7][C:8]1[CH:13]=[CH:12][CH:11]=[CH:10][C:9]=1[NH:14][C:15]([C:17]1[S:21][C:20]2[CH:22]=[CH:23][C:24]([OH:26])=[CH:25][C:19]=2[CH:18]=1)=[O:16])([CH3:4])([CH3:3])[CH3:2].C(=O)([O-])[O-].[K+].[K+].Cl.Cl[CH2:36][CH2:37][N:38]([CH3:40])[CH3:39], predict the reaction product. The product is: [C:1]([O:5][C:6](=[O:27])[NH:7][C:8]1[CH:13]=[CH:12][CH:11]=[CH:10][C:9]=1[NH:14][C:15]([C:17]1[S:21][C:20]2[CH:22]=[CH:23][C:24]([O:26][CH2:36][CH2:37][N:38]([CH3:40])[CH3:39])=[CH:25][C:19]=2[CH:18]=1)=[O:16])([CH3:4])([CH3:2])[CH3:3].